This data is from Plasma protein binding rate (PPBR) regression data from AstraZeneca. The task is: Regression/Classification. Given a drug SMILES string, predict its absorption, distribution, metabolism, or excretion properties. Task type varies by dataset: regression for continuous measurements (e.g., permeability, clearance, half-life) or binary classification for categorical outcomes (e.g., BBB penetration, CYP inhibition). For this dataset (ppbr_az), we predict Y. (1) The compound is OCC(CO)Nc1nc(SCc2cccc(F)c2F)nc2nc(NC3CC3)sc12. The Y is 94.9 %. (2) The compound is O=C(Nc1ccc(N2CCNCC2)cc1)c1ccc(-c2ccc(Cl)cc2)o1. The Y is 97.3 %. (3) The molecule is CCN(CCO)C(=O)c1cc2cccnc2n1-c1cccc(C(F)(F)F)c1. The Y is 90.7 %.